Predict the reactants needed to synthesize the given product. From a dataset of Full USPTO retrosynthesis dataset with 1.9M reactions from patents (1976-2016). (1) Given the product [Cl:42][C:43]1[CH:48]=[C:47]2[C:46](=[CH:45][CH:44]=1)[O:3][C:4]1([CH2:5][CH2:6][CH2:7]1)[CH2:9][CH:10]2[NH:12][C:28](=[O:30])/[CH:27]=[CH:26]/[C:21]1[CH:22]=[CH:23][CH:24]=[CH:25][C:20]=1[C:15]1[CH:16]=[CH:17][CH:18]=[CH:19][N:14]=1, predict the reactants needed to synthesize it. The reactants are: CC1(C)C[CH:10]([NH2:12])[C:9]2[C:4](=[CH:5][CH:6]=[CH:7]C=2)[O:3]1.[N:14]1[CH:19]=[CH:18][CH:17]=[CH:16][C:15]=1[C:20]1[CH:25]=[CH:24][CH:23]=[CH:22][C:21]=1/[CH:26]=[CH:27]/[C:28]([OH:30])=O.CCN=C=NCCCN(C)C.[ClH:42].[CH:43]1[CH:44]=[CH:45][C:46]2N(O)N=N[C:47]=2[CH:48]=1.C(N(CC)CC)C. (2) Given the product [Cl:1][C:2]1[CH:7]=[CH:6][C:5]([C:8]([F:9])([F:10])[F:11])=[C:4]2[C:3]=1[NH:12][CH:13]=[C:14]([C:15]([OH:17])=[O:16])[C:20]2=[O:22], predict the reactants needed to synthesize it. The reactants are: [Cl:1][C:2]1[CH:7]=[CH:6][C:5]([C:8]([F:11])([F:10])[F:9])=[CH:4][C:3]=1[NH:12][CH:13]=[C:14]([C:20]([O:22]CC)=O)[C:15]([O:17]CC)=[O:16].CC(O)C.O.[OH-].[Na+]. (3) The reactants are: [CH3:1][CH2:2][CH2:3][CH2:4][CH2:5][CH2:6][CH2:7][CH2:8][CH2:9][CH2:10][CH2:11][CH2:12][CH2:13][CH2:14][CH2:15][C:16]([O:18][CH2:19][C@@H:20]([O:33][C:34]([CH2:36][CH2:37][CH2:38][CH2:39][CH2:40][CH2:41][CH2:42][CH2:43][CH2:44][CH2:45][CH2:46][CH2:47][CH2:48][CH2:49][CH3:50])=[O:35])[CH2:21][O:22][P:23]([O:26][CH2:27][CH2:28][N+:29]([CH3:32])([CH3:31])[CH3:30])([O-:25])=[O:24])=[O:17].[C:51]([O-:63])(=[O:62])[CH2:52][C:53]([CH2:58][C:59]([O-:61])=[O:60])([C:55]([O-:57])=[O:56])[OH:54].[CH3:64][CH2:65][C@@H:66]([C@H:68]([NH:324][C:325]([C@@H:327]([NH:333][C:334]([C@@H:336]([NH:339][C:340]([C@@H:342]([NH:346][C:347]([C@@H:349]([NH2:352])[CH2:350][OH:351])=[O:348])[CH:343]([CH3:345])[CH3:344])=[O:341])[CH2:337][OH:338])=[O:335])[CH2:328][CH2:329][C:330]([OH:332])=[O:331])=[O:326])[C:69]([NH:71][C@H:72]([C:78]([NH:80][C@H:81]([C:86]([NH:88][C@H:89]([C:94]([NH:96][C@H:97]([C:104]([NH:106][C@H:107]([C:112]([NH:114][C@H:115]([C:120]([NH:122][CH2:123][C:124]([NH:126][C@H:127]([C:133]([NH:135][C@H:136]([C:143]([NH:145][C@H:146]([C:151]([NH:153][C@H:154]([C:159]([NH:161][C@H:162]([C:165]([NH:167][C@H:168]([C:173]([NH:175][C@H:176]([C:182]([NH:184][C@H:185]([C:193]([NH:195][C@H:196]([C:200]([NH:202][C@H:203]([C:209]([NH:211][C@H:212]([C:223]([NH:225][C@H:226]([C:231]([NH:233][C@H:234]([C:242]([NH:244][C@H:245]([C:251]([NH:253][C@H:254]([C:260]([NH:262][C@H:263]([C:268]([NH:270][C@H:271]([C:277]([NH:279][C@H:280]([C:285]([NH:287][C@H:288]([C:292]([NH:294][C@H:295]([C:302]([NH:304][C@H:305]([C:310]([NH:312][C@H:313]([C:321]([OH:323])=[O:322])[CH2:314][C:315]1[CH:316]=[CH:317][CH:318]=[CH:319][CH:320]=1)=[O:311])[CH2:306][C:307]([NH2:309])=[O:308])=[O:303])[CH2:296][C:297]1[NH:301][CH:300]=[N:299][CH:298]=1)=[O:293])[CH:289]([CH3:291])[CH3:290])=[O:286])[CH2:281][C:282]([OH:284])=[O:283])=[O:278])[CH2:272][CH2:273][C:274]([NH2:276])=[O:275])=[O:269])[CH2:264][CH:265]([CH3:267])[CH3:266])=[O:261])[CH2:255][CH2:256][CH2:257][CH2:258][NH2:259])=[O:252])[CH2:246][CH2:247][CH2:248][CH2:249][NH2:250])=[O:243])[CH2:235][CH2:236][CH2:237][NH:238][C:239]([NH2:241])=[NH:240])=[O:232])[CH2:227][CH:228]([CH3:230])[CH3:229])=[O:224])[CH2:213][C:214]1[C:218]2[CH:219]=[CH:220][CH:221]=[CH:222][C:217]=2[NH:216][CH:215]=1)=[O:210])[CH2:204][CH2:205][C:206]([OH:208])=[O:207])=[O:201])[CH:197]([CH3:199])[CH3:198])=[O:194])[CH2:186][CH2:187][CH2:188][NH:189][C:190]([NH2:192])=[NH:191])=[O:183])[CH2:177][CH2:178][C:179]([OH:181])=[O:180])=[O:174])[CH2:169][CH2:170][S:171][CH3:172])=[O:166])[CH2:163][OH:164])=[O:160])[CH2:155][C:156]([NH2:158])=[O:157])=[O:152])[CH2:147][CH:148]([CH3:150])[CH3:149])=[O:144])[CH2:137][C:138]1[NH:142][CH:141]=[N:140][CH:139]=1)=[O:134])[CH2:128][CH2:129][CH2:130][CH2:131][NH2:132])=[O:125])=[O:121])[CH2:116][CH:117]([CH3:119])[CH3:118])=[O:113])[CH2:108][C:109]([NH2:111])=[O:110])=[O:105])[CH2:98][C:99]1[NH:103][CH:102]=[N:101][CH:100]=1)=[O:95])[CH2:90][CH2:91][S:92][CH3:93])=[O:87])[CH2:82][CH:83]([CH3:85])[CH3:84])=[O:79])[CH2:73][CH2:74][C:75]([NH2:77])=[O:76])=[O:70])[CH3:67]. Given the product [CH3:1][CH2:2][CH2:3][CH2:4][CH2:5][CH2:6][CH2:7][CH2:8][CH2:9][CH2:10][CH2:11][CH2:12][CH2:13][CH2:14][CH2:15][C:16]([O:18][CH2:19][C@@H:20]([O:33][C:34]([CH2:36][CH2:37][CH2:38][CH2:39][CH2:40][CH2:41][CH2:42][CH2:43][CH2:44][CH2:45][CH2:46][CH2:47][CH2:48][CH2:49][CH3:50])=[O:35])[CH2:21][O:22][P:23]([O:26][CH2:27][CH2:28][N+:29]([CH3:32])([CH3:31])[CH3:30])([O-:25])=[O:24])=[O:17].[C:51]([O-:63])(=[O:62])[CH2:52][C:53]([CH2:58][C:59]([O-:61])=[O:60])([C:55]([O-:57])=[O:56])[OH:54].[CH3:64][CH2:65][C@@H:66]([C@H:68]([NH:324][C:325]([C@@H:327]([NH:333][C:334]([C@@H:336]([NH:339][C:340]([C@@H:342]([NH:346][C:347]([C@@H:349]([NH2:352])[CH2:350][OH:351])=[O:348])[CH:343]([CH3:345])[CH3:344])=[O:341])[CH2:337][OH:338])=[O:335])[CH2:328][CH2:329][C:330]([OH:332])=[O:331])=[O:326])[C:69]([NH:71][C@H:72]([C:78]([NH:80][C@H:81]([C:86]([NH:88][C@H:89]([C:94]([NH:96][C@H:97]([C:104]([NH:106][C@H:107]([C:112]([NH:114][C@H:115]([C:120]([NH:122][CH2:123][C:124]([NH:126][C@H:127]([C:133]([NH:135][C@H:136]([C:143]([NH:145][C@H:146]([C:151]([NH:153][C@H:154]([C:159]([NH:161][C@H:162]([C:165]([NH:167][C@H:168]([C:173]([NH:175][C@H:176]([C:182]([NH:184][C@H:185]([C:193]([NH:195][C@H:196]([C:200]([NH:202][C@H:203]([C:209]([NH:211][C@H:212]([C:223]([NH:225][C@H:226]([C:231]([NH:233][C@H:234]([C:242]([NH:244][C@H:245]([C:251]([NH:253][C@H:254]([C:260]([NH:262][C@H:263]([C:268]([NH:270][C@H:271]([C:277]([NH:279][C@H:280]([C:285]([NH:287][C@H:288]([C:292]([NH:294][C@H:295]([C:302]([NH:304][C@H:305]([C:310]([NH:312][C@H:313]([C:321]([OH:323])=[O:322])[CH2:314][C:315]1[CH:316]=[CH:317][CH:318]=[CH:319][CH:320]=1)=[O:311])[CH2:306][C:307]([NH2:309])=[O:308])=[O:303])[CH2:296][C:297]1[NH:301][CH:300]=[N:299][CH:298]=1)=[O:293])[CH:289]([CH3:291])[CH3:290])=[O:286])[CH2:281][C:282]([OH:284])=[O:283])=[O:278])[CH2:272][CH2:273][C:274]([NH2:276])=[O:275])=[O:269])[CH2:264][CH:265]([CH3:267])[CH3:266])=[O:261])[CH2:255][CH2:256][CH2:257][CH2:258][NH2:259])=[O:252])[CH2:246][CH2:247][CH2:248][CH2:249][NH2:250])=[O:243])[CH2:235][CH2:236][CH2:237][NH:238][C:239]([NH2:241])=[NH:240])=[O:232])[CH2:227][CH:228]([CH3:230])[CH3:229])=[O:224])[CH2:213][C:214]1[C:218]2[CH:219]=[CH:220][CH:221]=[CH:222][C:217]=2[NH:216][CH:215]=1)=[O:210])[CH2:204][CH2:205][C:206]([OH:208])=[O:207])=[O:201])[CH:197]([CH3:198])[CH3:199])=[O:194])[CH2:186][CH2:187][CH2:188][NH:189][C:190]([NH2:192])=[NH:191])=[O:183])[CH2:177][CH2:178][C:179]([OH:181])=[O:180])=[O:174])[CH2:169][CH2:170][S:171][CH3:172])=[O:166])[CH2:163][OH:164])=[O:160])[CH2:155][C:156]([NH2:158])=[O:157])=[O:152])[CH2:147][CH:148]([CH3:149])[CH3:150])=[O:144])[CH2:137][C:138]1[NH:142][CH:141]=[N:140][CH:139]=1)=[O:134])[CH2:128][CH2:129][CH2:130][CH2:131][NH2:132])=[O:125])=[O:121])[CH2:116][CH:117]([CH3:118])[CH3:119])=[O:113])[CH2:108][C:109]([NH2:111])=[O:110])=[O:105])[CH2:98][C:99]1[NH:103][CH:102]=[N:101][CH:100]=1)=[O:95])[CH2:90][CH2:91][S:92][CH3:93])=[O:87])[CH2:82][CH:83]([CH3:85])[CH3:84])=[O:79])[CH2:73][CH2:74][C:75]([NH2:77])=[O:76])=[O:70])[CH3:67], predict the reactants needed to synthesize it. (4) The reactants are: C(O[CH:4]1[O:17][CH2:16][CH:15]2[CH:6]([O:7][C:8]3[CH:9]=[C:10]([F:21])[C:11]([O:19][CH3:20])=[CH:12][C:13]=3[C:14]2=[O:18])[CH2:5]1)C.C([SiH](CC)CC)C.B(F)(F)F. Given the product [F:21][C:10]1[C:11]([O:19][CH3:20])=[CH:12][C:13]2[C:14](=[O:18])[CH:15]3[CH2:16][O:17][CH2:4][CH2:5][CH:6]3[O:7][C:8]=2[CH:9]=1, predict the reactants needed to synthesize it. (5) Given the product [Cl:21][C:19]1[CH:18]=[CH:17][C:16]([F:22])=[C:15]([N:10]2[CH2:11][CH2:12][N:8]([C:3]3[CH:4]=[N:5][CH:6]=[CH:7][C:2]=3[CH3:1])[C:9]2=[O:13])[CH:20]=1, predict the reactants needed to synthesize it. The reactants are: [CH3:1][C:2]1[CH:7]=[CH:6][N:5]=[CH:4][C:3]=1[N:8]1[CH2:12][CH2:11][NH:10][C:9]1=[O:13].Br[C:15]1[CH:20]=[C:19]([Cl:21])[CH:18]=[CH:17][C:16]=1[F:22].N[C@@H]1CCCC[C@H]1N.P([O-])([O-])([O-])=O.[K+].[K+].[K+]. (6) Given the product [CH3:10][C:11]1[CH:16]=[CH:15][CH:14]=[C:13]([CH3:17])[C:12]=1[C:2]1[CH:9]=[CH:8][CH:7]=[C:4]([CH:5]=[O:6])[CH:3]=1, predict the reactants needed to synthesize it. The reactants are: Br[C:2]1[CH:3]=[C:4]([CH:7]=[CH:8][CH:9]=1)[CH:5]=[O:6].[CH3:10][C:11]1[CH:16]=[CH:15][CH:14]=[C:13]([CH3:17])[C:12]=1B(O)O.O. (7) Given the product [F:1][C:2]1[C:9]([F:10])=[CH:8][CH:7]=[C:6]([O:11][CH2:17][CH2:16][O:15][CH2:14][O:13][CH3:12])[C:3]=1[CH:4]=[O:5], predict the reactants needed to synthesize it. The reactants are: [F:1][C:2]1[C:9]([F:10])=[CH:8][CH:7]=[C:6]([OH:11])[C:3]=1[CH:4]=[O:5].[CH3:12][O:13][CH2:14][O:15][CH2:16][CH2:17]Br.C(=O)([O-])[O-].[K+].[K+].[I-].[Na+].